The task is: Predict the reactants needed to synthesize the given product.. This data is from Full USPTO retrosynthesis dataset with 1.9M reactions from patents (1976-2016). (1) Given the product [CH3:44][O:45][C:46]1[CH:47]=[C:48](/[CH:58]=[CH:59]/[C:60]([NH:34][NH:33][C:31](=[O:32])[CH:30]([C:35]2[CH:36]=[C:37]([F:43])[C:38]([F:42])=[C:39]([F:41])[CH:40]=2)[CH2:29][CH2:28][CH2:27][Cl:26])=[O:61])[CH:49]=[N:50][C:51]=1[N:52]1[CH:56]=[C:55]([CH3:57])[N:54]=[CH:53]1, predict the reactants needed to synthesize it. The reactants are: C(N(C(C)C)CC)(C)C.C1N(P(Cl)(N2C(=O)OCC2)=O)C(=O)OC1.Cl.[Cl:26][CH2:27][CH2:28][CH2:29][CH:30]([C:35]1[CH:40]=[C:39]([F:41])[C:38]([F:42])=[C:37]([F:43])[CH:36]=1)[C:31]([NH:33][NH2:34])=[O:32].[CH3:44][O:45][C:46]1[CH:47]=[C:48](/[CH:58]=[CH:59]/[C:60](O)=[O:61])[CH:49]=[N:50][C:51]=1[N:52]1[CH:56]=[C:55]([CH3:57])[N:54]=[CH:53]1.O.C(=O)(O)[O-].[Na+]. (2) Given the product [C@H:1]1([NH:10][C:11]2[C:12]3[CH:19]=[CH:18][N:17]([C@@H:20]4[CH2:21][C@@H:22]([CH2:26][O:27][S:44]([NH:47][C:48](=[O:54])[O:49][C:50]([CH3:52])([CH3:51])[CH3:53])(=[O:45])=[O:46])[C@@H:23]([OH:25])[CH2:24]4)[C:13]=3[N:14]=[CH:15][N:16]=2)[C:9]2[C:4](=[CH:5][CH:6]=[CH:7][CH:8]=2)[CH2:3][CH2:2]1, predict the reactants needed to synthesize it. The reactants are: [C@H:1]1([NH:10][C:11]2[C:12]3[CH:19]=[CH:18][N:17]([C@H:20]4[CH2:24][C@H:23]([OH:25])[C@H:22]([CH2:26][OH:27])[CH2:21]4)[C:13]=3[N:14]=[CH:15][N:16]=2)[C:9]2[C:4](=[CH:5][CH:6]=[CH:7][CH:8]=2)[CH2:3][CH2:2]1.C(C1C=C(C)C=C(C(C)(C)C)N=1)(C)(C)C.Cl[S:44]([NH:47][C:48](=[O:54])[O:49][C:50]([CH3:53])([CH3:52])[CH3:51])(=[O:46])=[O:45]. (3) Given the product [S:2]([O-:6])([O-:5])(=[O:4])=[O:3].[Zn+2:7].[S:8]([O-:12])([O-:11])(=[O:10])=[O:9].[NH4+:1].[NH4+:1], predict the reactants needed to synthesize it. The reactants are: [NH3:1].[S:2]([O-:6])([O-:5])(=[O:4])=[O:3].[Zn+2:7].[S:8](=[O:12])(=[O:11])([OH:10])[OH:9]. (4) Given the product [Br:8][C:4]1[CH:3]=[C:2]([O:20][CH:18]([CH3:19])[CH3:17])[CH:7]=[N:6][CH:5]=1, predict the reactants needed to synthesize it. The reactants are: N[C:2]1[CH:3]=[C:4]([Br:8])[CH:5]=[N:6][CH:7]=1.N(OCCC(C)C)=O.[CH3:17][CH:18]([OH:20])[CH3:19]. (5) Given the product [CH3:28][O:29][C:30]([C:32]1[N:33]=[C:34]([Cl:40])[C:35]([N:17]2[CH2:18][CH2:19][N:14]([C:12]3[CH:13]=[C:8]([C:5]4[CH:6]=[CH:7][C:2]([F:1])=[CH:3][CH:4]=4)[N:9]=[C:10]([N:21]4[CH2:26][CH2:25][O:24][CH2:23][C@H:22]4[CH3:27])[N:11]=3)[CH:15]([CH3:20])[CH2:16]2)=[N:36][C:37]=1[NH2:38])=[O:31], predict the reactants needed to synthesize it. The reactants are: [F:1][C:2]1[CH:7]=[CH:6][C:5]([C:8]2[CH:13]=[C:12]([N:14]3[CH2:19][CH2:18][NH:17][CH2:16][CH:15]3[CH3:20])[N:11]=[C:10]([N:21]3[CH2:26][CH2:25][O:24][CH2:23][C@H:22]3[CH3:27])[N:9]=2)=[CH:4][CH:3]=1.[CH3:28][O:29][C:30]([C:32]1[C:37]([NH2:38])=[N:36][C:35](Cl)=[C:34]([Cl:40])[N:33]=1)=[O:31]. (6) Given the product [C:9]([NH:13][S:14]([C:17]1[CH:22]=[CH:21][CH:20]=[CH:19][C:18]=1[C:23]1[CH:28]=[CH:27][C:26]([NH:29][C:3](=[O:4])[C:2]([O:7][CH3:8])=[O:6])=[CH:25][CH:24]=1)(=[O:16])=[O:15])([CH3:12])([CH3:10])[CH3:11], predict the reactants needed to synthesize it. The reactants are: [Cl-].[C:2]([O:7][CH3:8])(=[O:6])[C:3]([O-])=[O:4].[C:9]([NH:13][S:14]([C:17]1[C:18]([C:23]2[CH:28]=[CH:27][C:26]([NH2:29])=[CH:25][CH:24]=2)=[CH:19][CH:20]=[CH:21][CH:22]=1)(=[O:16])=[O:15])([CH3:12])([CH3:11])[CH3:10].C(N(CC)CC)C. (7) Given the product [CH3:10][O:9][C:7]1[CH:6]=[C:5]([NH:11][C:12]2[C:13]3[CH2:22][CH2:21][CH2:20][C:14]=3[N:15]=[CH:16][N:17]=2)[CH:4]=[C:3]([O:2][CH3:1])[CH:8]=1, predict the reactants needed to synthesize it. The reactants are: [CH3:1][O:2][C:3]1[CH:4]=[C:5]([NH:11][C:12]2[C:13]3[CH2:22][CH2:21][CH2:20][C:14]=3[N:15]=[C:16](SC)[N:17]=2)[CH:6]=[C:7]([O:9][CH3:10])[CH:8]=1. (8) Given the product [CH2:17]([O:16][C:15](=[O:19])[NH:2]/[C:3](/[C:7]1[CH:12]=[CH:11][C:10]([F:13])=[CH:9][C:8]=1[F:14])=[CH:4]\[C:5]#[N:6])[CH3:18], predict the reactants needed to synthesize it. The reactants are: [Na].[NH2:2][C:3]([C:7]1[CH:12]=[CH:11][C:10]([F:13])=[CH:9][C:8]=1[F:14])=[CH:4][C:5]#[N:6].[C:15](=O)([O:19]CC)[O:16][CH2:17][CH3:18].Cl.